From a dataset of Reaction yield outcomes from USPTO patents with 853,638 reactions. Predict the reaction yield, written as a fraction of the theoretical maximum amount of product (1.0 means a 100% yield; for example, 0.34 means a 34% yield). (1) The reactants are [OH-].[K+].O.O.[Cl:5][C:6]1[C:11]([N+:12]([O-:14])=[O:13])=[CH:10][CH:9]=[C:8]([Cl:15])[C:7]=1[S:16]([OH:19])(=O)=[O:17].P(Cl)(Cl)(Cl)(Cl)[Cl:21].O=P(Cl)(Cl)Cl. The catalyst is CO. The product is [Cl:5][C:6]1[C:11]([N+:12]([O-:14])=[O:13])=[CH:10][CH:9]=[C:8]([Cl:15])[C:7]=1[S:16]([Cl:21])(=[O:19])=[O:17]. The yield is 0.970. (2) The reactants are [Cl:1][C:2]1[N:7]=[CH:6][C:5]([OH:8])=[CH:4][N:3]=1.C(=O)([O-])[O-].[Cs+].[Cs+].CS(O[CH2:20][C:21]1([CH3:29])[CH2:26][O:25][C:24]([CH3:28])([CH3:27])[O:23][CH2:22]1)(=O)=O. The catalyst is CN(C)C=O. The product is [Cl:1][C:2]1[N:7]=[CH:6][C:5]([O:8][CH2:20][C:21]2([CH3:29])[CH2:26][O:25][C:24]([CH3:28])([CH3:27])[O:23][CH2:22]2)=[CH:4][N:3]=1. The yield is 0.300. (3) The reactants are S(Cl)(Cl)=O.[Cl:5][C:6]1[CH:7]=[C:8]([C:15]([CH3:20])([CH3:19])[C:16]([OH:18])=O)[CH:9]=[CH:10][C:11]=1[N+:12]([O-:14])=[O:13].C(N(C(C)C)CC)(C)C.[CH2:30]([NH:34][CH2:35][CH:36]([CH3:38])[CH3:37])[CH:31]([CH3:33])[CH3:32]. The catalyst is ClCCl. The product is [Cl:5][C:6]1[CH:7]=[C:8]([C:15]([CH3:20])([CH3:19])[C:16]([N:34]([CH2:35][CH:36]([CH3:38])[CH3:37])[CH2:30][CH:31]([CH3:33])[CH3:32])=[O:18])[CH:9]=[CH:10][C:11]=1[N+:12]([O-:14])=[O:13]. The yield is 0.820. (4) The reactants are [O:1]1[C:5]2[C:6]3[C:7](=[CH:13][CH2:14][NH:15][C:16](=[O:18])[CH3:17])[CH2:8][CH2:9][C:10]=3[CH:11]=[CH:12][C:4]=2[N:3]=[CH:2]1. The catalyst is CO.[C].[Pd]. The product is [O:1]1[C:5]2[C:6]3[CH:7]([CH2:13][CH2:14][NH:15][C:16](=[O:18])[CH3:17])[CH2:8][CH2:9][C:10]=3[CH:11]=[CH:12][C:4]=2[N:3]=[CH:2]1. The yield is 0.840. (5) The reactants are [Cl:1][C:2]1[CH:3]=[CH:4][C:5]([NH2:9])=[N:6][C:7]=1[Cl:8].[C:10](N1C=CC=CC1=O)(N1C=CC=CC1=O)=[S:11]. The catalyst is ClCCl.C(OCC)(=O)C.CCCCCC. The product is [Cl:8][C:7]1[C:2]([Cl:1])=[CH:3][CH:4]=[C:5]([N:9]=[C:10]=[S:11])[N:6]=1. The yield is 0.810. (6) The reactants are [CH3:1][C:2]1[O:6][N:5]=[C:4]([C:7]2[CH:12]=[CH:11][N:10]=[CH:9][N:8]=2)[C:3]=1[CH2:13][O:14][C:15]1[CH:23]=[CH:22][C:18]([C:19]([OH:21])=O)=[CH:17][N:16]=1.[CH2:24]([CH2:26][NH2:27])[OH:25]. No catalyst specified. The product is [OH:25][CH2:24][CH2:26][NH:27][C:19](=[O:21])[C:18]1[CH:22]=[CH:23][C:15]([O:14][CH2:13][C:3]2[C:4]([C:7]3[CH:12]=[CH:11][N:10]=[CH:9][N:8]=3)=[N:5][O:6][C:2]=2[CH3:1])=[N:16][CH:17]=1. The yield is 0.730. (7) The reactants are [Cl:1][C:2]1[CH:7]=[C:6]2[NH:8][C:9](=[O:30])[C:10]3([CH:15]([C:16]4[CH:21]=[CH:20][CH:19]=[C:18]([Cl:22])[CH:17]=4)[CH2:14][C:13](=O)[NH:12][CH:11]3[C:24]3[CH:25]=[N:26][CH:27]=[CH:28][CH:29]=3)[C:5]2=[CH:4][CH:3]=1.[BH4-].[Na+]. The catalyst is CO. The product is [Cl:1][C:2]1[CH:7]=[C:6]2[NH:8][C:9](=[O:30])[C:10]3([CH:15]([C:16]4[CH:21]=[CH:20][CH:19]=[C:18]([Cl:22])[CH:17]=4)[CH2:14][CH2:13][NH:12][CH:11]3[C:24]3[CH:25]=[N:26][CH:27]=[CH:28][CH:29]=3)[C:5]2=[CH:4][CH:3]=1. The yield is 0.294. (8) The reactants are Cl.Cl.[C:3]([C:7]1[CH:12]=[CH:11][CH:10]=[CH:9][C:8]=1[N:13]1[CH2:18][CH2:17][NH:16][CH2:15][CH2:14]1)([CH3:6])([CH3:5])[CH3:4].[CH3:19][C:20]1[NH:21][CH:22]=[C:23]([C:25](O)=[O:26])[N:24]=1.C(N(CC)CC)C.CCN=C=NCCCN(C)C.C1C=CC2N(O)N=NC=2C=1.C([O-])(O)=O.[Na+]. The catalyst is CN(C)C=O. The product is [C:3]([C:7]1[CH:12]=[CH:11][CH:10]=[CH:9][C:8]=1[N:13]1[CH2:18][CH2:17][N:16]([C:25]([C:23]2[N:24]=[C:20]([CH3:19])[NH:21][CH:22]=2)=[O:26])[CH2:15][CH2:14]1)([CH3:6])([CH3:4])[CH3:5]. The yield is 0.890.